Dataset: Full USPTO retrosynthesis dataset with 1.9M reactions from patents (1976-2016). Task: Predict the reactants needed to synthesize the given product. (1) Given the product [CH2:1]([N:4]1[CH:8]=[CH:7][N:6]=[C:5]1[C:9]1[S:10][C:11]([I:33])=[CH:12][C:13]=1[C:14]1[CH:19]=[CH:18][C:17]([Cl:20])=[CH:16][C:15]=1[Cl:21])[CH:2]=[CH2:3], predict the reactants needed to synthesize it. The reactants are: [CH2:1]([N:4]1[CH:8]=[CH:7][N:6]=[C:5]1[C:9]1[S:10][CH:11]=[CH:12][C:13]=1[C:14]1[CH:19]=[CH:18][C:17]([Cl:20])=[CH:16][C:15]=1[Cl:21])[CH:2]=[CH2:3].C([Li])CCC.CCCCCC.[I:33]I. (2) Given the product [F:16][C:12]([F:17])([O:31][C:28]1[CH:27]=[CH:26][C:25]([C:22]2[CH:23]=[CH:24][C:19]([F:18])=[CH:20][CH:21]=2)=[CH:30][CH:29]=1)[C:13]([NH:10][C:9]1[C:5]([C:3]([OH:2])=[O:4])=[CH:6][S:7][CH:8]=1)=[O:14], predict the reactants needed to synthesize it. The reactants are: C[O:2][C:3]([C:5]1[C:9]([NH2:10])=[CH:8][S:7][CH:6]=1)=[O:4].Cl[C:12]([F:17])([F:16])[C:13](Cl)=[O:14].[F:18][C:19]1[CH:24]=[CH:23][C:22]([C:25]2[CH:30]=[CH:29][C:28]([OH:31])=[CH:27][CH:26]=2)=[CH:21][CH:20]=1. (3) Given the product [CH2:1]([C:5]1[N:6]=[C:7]([CH2:27][OH:28])[NH:8][C:9](=[O:26])[C:10]=1[CH2:11][C:12]1[CH:17]=[CH:16][C:15]([C:18]2[C:19]([C:24]#[N:25])=[CH:20][CH:21]=[CH:22][CH:23]=2)=[CH:14][CH:13]=1)[CH2:2][CH2:3][CH3:4], predict the reactants needed to synthesize it. The reactants are: [CH2:1]([C:5]1[N:6]=[C:7]([CH2:27][O:28]C)[NH:8][C:9](=[O:26])[C:10]=1[CH2:11][C:12]1[CH:17]=[CH:16][C:15]([C:18]2[C:19]([C:24]#[N:25])=[CH:20][CH:21]=[CH:22][CH:23]=2)=[CH:14][CH:13]=1)[CH2:2][CH2:3][CH3:4].ClCCl.B(Br)(Br)Br.O. (4) Given the product [C:23]([NH:27][C:20]([C:11]1[CH:12]=[C:13]([C:14]2[CH:19]=[N:18][CH:17]=[CH:16][N:15]=2)[N:9]([C:6]2[N:7]=[N:8][C:3]([O:2][CH3:1])=[CH:4][CH:5]=2)[N:10]=1)=[O:22])([CH3:26])([CH3:25])[CH3:24], predict the reactants needed to synthesize it. The reactants are: [CH3:1][O:2][C:3]1[N:8]=[N:7][C:6]([N:9]2[C:13]([C:14]3[CH:19]=[N:18][CH:17]=[CH:16][N:15]=3)=[CH:12][C:11]([C:20]([OH:22])=O)=[N:10]2)=[CH:5][CH:4]=1.[C:23]([NH2:27])([CH3:26])([CH3:25])[CH3:24]. (5) Given the product [F:22][C:6]1[CH:7]=[CH:8][C:3]([C:12]2[CH:17]=[CH:16][CH:15]=[CH:14][CH:13]=2)=[CH:4][CH:5]=1, predict the reactants needed to synthesize it. The reactants are: [OH-].[Na+].[C:3]1([C:12]2[CH:17]=[CH:16][CH:15]=[CH:14][CH:13]=2)[CH:8]=[CH:7][C:6](B(O)O)=[CH:5][CH:4]=1.CC(C)=O.[F:22][BH-](F)F.F[BH-](F)F.ClC[N+]12CC[N+](F)(CC1)CC2.